This data is from Peptide-MHC class I binding affinity with 185,985 pairs from IEDB/IMGT. The task is: Regression. Given a peptide amino acid sequence and an MHC pseudo amino acid sequence, predict their binding affinity value. This is MHC class I binding data. (1) The binding affinity (normalized) is 0.193. The MHC is HLA-A26:01 with pseudo-sequence HLA-A26:01. The peptide sequence is FWNCNVDRY. (2) The peptide sequence is STLERTSKASLER. The MHC is HLA-B18:01 with pseudo-sequence HLA-B18:01. The binding affinity (normalized) is 0. (3) The peptide sequence is VIPMFSAL. The MHC is HLA-B58:01 with pseudo-sequence HLA-B58:01. The binding affinity (normalized) is 0.